This data is from Peptide-MHC class II binding affinity with 134,281 pairs from IEDB. The task is: Regression. Given a peptide amino acid sequence and an MHC pseudo amino acid sequence, predict their binding affinity value. This is MHC class II binding data. (1) The peptide sequence is IIAGTPEVHAVKPGA. The MHC is DRB1_0701 with pseudo-sequence DRB1_0701. The binding affinity (normalized) is 0.291. (2) The binding affinity (normalized) is 0. The peptide sequence is KADLENPHPLEKKITQW. The MHC is DRB1_1302 with pseudo-sequence DRB1_1302. (3) The peptide sequence is EEFVSLASRFLVEED. The MHC is HLA-DPA10103-DPB10401 with pseudo-sequence HLA-DPA10103-DPB10401. The binding affinity (normalized) is 0.687.